This data is from Catalyst prediction with 721,799 reactions and 888 catalyst types from USPTO. The task is: Predict which catalyst facilitates the given reaction. Reactant: C(N(CC)CC)C.Cl.[CH2:9]([O:11][C:12]([NH:14][C:15]1([CH2:28][N:29]2[CH2:34][CH2:33][NH:32][CH2:31][C:30]2=[O:35])[CH2:20][CH2:19][N:18]([C:21]2[CH:26]=[CH:25][N:24]=[C:23]([CH3:27])[CH:22]=2)[CH2:17][CH2:16]1)=[O:13])[CH3:10].[CH:36]([C:38]1[CH:43]=[CH:42][C:41]([S:44](Cl)(=[O:46])=[O:45])=[CH:40][CH:39]=1)=[CH2:37].C(=O)([O-])[O-].[Na+].[Na+]. Product: [CH2:9]([O:11][C:12]([NH:14][C:15]1([CH2:28][N:29]2[CH2:34][CH2:33][N:32]([S:44]([C:41]3[CH:42]=[CH:43][C:38]([CH:36]=[CH2:37])=[CH:39][CH:40]=3)(=[O:46])=[O:45])[CH2:31][C:30]2=[O:35])[CH2:16][CH2:17][N:18]([C:21]2[CH:26]=[CH:25][N:24]=[C:23]([CH3:27])[CH:22]=2)[CH2:19][CH2:20]1)=[O:13])[CH3:10]. The catalyst class is: 4.